Dataset: Catalyst prediction with 721,799 reactions and 888 catalyst types from USPTO. Task: Predict which catalyst facilitates the given reaction. (1) Reactant: [NH2:1][C:2]1[CH:28]=[CH:27][C:5]([C:6]([N:8]2[CH2:13][CH2:12][N:11]([CH2:14][C:15]3[O:19][C:18]([C:20]([NH:22][C:23]([CH3:26])([CH3:25])[CH3:24])=[O:21])=[CH:17][CH:16]=3)[CH2:10][CH2:9]2)=[O:7])=[CH:4][C:3]=1[F:29].C(N(CC)C(C)C)(C)C.ClC(O[C:44](=[O:50])OC(Cl)(Cl)Cl)(Cl)Cl.[CH3:51][CH:52]([CH3:55])[CH2:53][NH2:54]. Product: [C:23]([NH:22][C:20]([C:18]1[O:19][C:15]([CH2:14][N:11]2[CH2:10][CH2:9][N:8]([C:6](=[O:7])[C:5]3[CH:27]=[CH:28][C:2]([NH:1][C:44]([NH:54][CH2:53][CH:52]([CH3:55])[CH3:51])=[O:50])=[C:3]([F:29])[CH:4]=3)[CH2:13][CH2:12]2)=[CH:16][CH:17]=1)=[O:21])([CH3:26])([CH3:24])[CH3:25]. The catalyst class is: 4. (2) Reactant: [Cl:1][C:2]1[C:3]([C:26]([F:29])([F:28])[F:27])=[N:4][N:5]([CH2:8][C:9]([CH:11]2[CH2:16][CH2:15][N:14]([C:17]3[CH:22]=[C:21]([OH:23])[C:20]([Cl:24])=[CH:19][C:18]=3[Cl:25])[CH2:13][CH2:12]2)=[O:10])[C:6]=1[CH3:7].I[CH:31]([CH3:33])[CH3:32].C(=O)([O-])[O-].[Cs+].[Cs+]. The catalyst class is: 10. Product: [Cl:1][C:2]1[C:3]([C:26]([F:29])([F:28])[F:27])=[N:4][N:5]([CH2:8][C:9]([CH:11]2[CH2:16][CH2:15][N:14]([C:17]3[CH:22]=[C:21]([O:23][CH:31]([CH3:33])[CH3:32])[C:20]([Cl:24])=[CH:19][C:18]=3[Cl:25])[CH2:13][CH2:12]2)=[O:10])[C:6]=1[CH3:7]. (3) Product: [C:12]([O:11][C:7]([CH3:8])([CH3:9])[CH3:10])(=[O:13])/[CH:14]=[CH:1]/[CH2:2][CH2:3][CH2:4][CH3:5]. Reactant: [CH:1](=O)[CH2:2][CH2:3][CH2:4][CH3:5].[C:7]([O:11][C:12]([CH:14]=P(C1C=CC=CC=1)(C1C=CC=CC=1)C1C=CC=CC=1)=[O:13])([CH3:10])([CH3:9])[CH3:8]. The catalyst class is: 1. (4) Reactant: [N+](C1C=C[C:7]([O:10][P:11]([CH3:23])(=[O:22])[O:12][C:13]2[CH:18]=[CH:17][C:16]([N+:19]([O-])=O)=[CH:15][CH:14]=2)=CC=1)([O-])=O.[NH:24]1[C:32]2[C:27](=[CH:28][CH:29]=[CH:30][CH:31]=2)[CH:26]=[C:25]1[C:33]1C2C(=CC=C(O)C=2)N[N:34]=1.N12CCCN=C1CCCCC2.CO. Product: [CH3:7][O:10][P:11]([CH3:23])(=[O:22])[O:12][C:13]1[CH:14]=[C:15]2[C:16](=[CH:17][CH:18]=1)[NH:19][N:34]=[C:33]2[C:25]1[NH:24][C:32]2[C:27]([CH:26]=1)=[CH:28][CH:29]=[CH:30][CH:31]=2. The catalyst class is: 4. (5) Reactant: CN1CCOCC1.C(OC(Cl)=O)C(C)C.[Cl:16][C:17]1[CH:18]=[C:19]([NH:23][C:24]2[N:29]=[C:28]([CH:30]3[CH2:32][CH2:31]3)[C:27]([C:33](O)=[O:34])=[CH:26][N:25]=2)[CH:20]=[CH:21][CH:22]=1.[BH4-].[Na+]. Product: [Cl:16][C:17]1[CH:18]=[C:19]([NH:23][C:24]2[N:29]=[C:28]([CH:30]3[CH2:31][CH2:32]3)[C:27]([CH2:33][OH:34])=[CH:26][N:25]=2)[CH:20]=[CH:21][CH:22]=1. The catalyst class is: 149. (6) Reactant: [C:1]([C:5]1[C:10]([C:11](O)=[O:12])=[CH:9][N:8]=[C:7]([NH:14][C:15]2[CH:20]=[CH:19][CH:18]=[C:17]([Cl:21])[CH:16]=2)[N:6]=1)([CH3:4])([CH3:3])[CH3:2].[BH4-].[Na+]. Product: [C:1]([C:5]1[C:10]([CH2:11][OH:12])=[CH:9][N:8]=[C:7]([NH:14][C:15]2[CH:20]=[CH:19][CH:18]=[C:17]([Cl:21])[CH:16]=2)[N:6]=1)([CH3:4])([CH3:2])[CH3:3]. The catalyst class is: 6. (7) Reactant: Cl[C:2]1[N:7]=[CH:6][C:5]([C:8]([O:10][C:11]([CH3:14])([CH3:13])[CH3:12])=[O:9])=[CH:4][CH:3]=1.[NH:15]1[CH:19]=[C:18]([C:20]([O:22][CH2:23][CH3:24])=[O:21])[CH:17]=[N:16]1.C(=O)([O-])[O-].[Cs+].[Cs+].O. Product: [CH2:23]([O:22][C:20]([C:18]1[CH:19]=[N:15][N:16]([C:2]2[N:7]=[CH:6][C:5]([C:8]([O:10][C:11]([CH3:14])([CH3:13])[CH3:12])=[O:9])=[CH:4][CH:3]=2)[CH:17]=1)=[O:21])[CH3:24]. The catalyst class is: 3.